This data is from Peptide-MHC class I binding affinity with 185,985 pairs from IEDB/IMGT. The task is: Regression. Given a peptide amino acid sequence and an MHC pseudo amino acid sequence, predict their binding affinity value. This is MHC class I binding data. The peptide sequence is FMSDMSSKN. The MHC is H-2-Db with pseudo-sequence H-2-Db. The binding affinity (normalized) is 0.0108.